Dataset: Reaction yield outcomes from USPTO patents with 853,638 reactions. Task: Predict the reaction yield, written as a fraction of the theoretical maximum amount of product (1.0 means a 100% yield; for example, 0.34 means a 34% yield). (1) The catalyst is CN(C)C=O. The reactants are [F:1][C:2]([F:19])([F:18])[C:3]1[CH:4]=[C:5]([NH:13][CH2:14][C:15]([OH:17])=O)[CH:6]=[C:7]([C:9]([F:12])([F:11])[F:10])[CH:8]=1.[NH:20]1[CH2:25][CH2:24][NH:23][CH2:22][C:21]1=[O:26].N1(OC(N(C)C)=[N+](C)C)C2N=CC=CC=2N=N1.C(N(CC)C(C)C)(C)C. The yield is 0.780. The product is [F:10][C:9]([F:11])([F:12])[C:7]1[CH:6]=[C:5]([NH:13][CH2:14][C:15]([N:23]2[CH2:24][CH2:25][NH:20][C:21](=[O:26])[CH2:22]2)=[O:17])[CH:4]=[C:3]([C:2]([F:1])([F:19])[F:18])[CH:8]=1. (2) The reactants are O[C@@H:2]1[C:7]([C:8]([O:10][CH2:11][CH3:12])=[O:9])=[CH:6][CH2:5][O:4][CH2:3]1.C(N(CC)C(C)C)(C)C.CS(Cl)(=O)=O.[C:27]([OH:30])(=[S:29])[CH3:28].Cl. The catalyst is O1CCCC1. The product is [C:27]([S:29][C@H:2]1[C:7]([C:8]([O:10][CH2:11][CH3:12])=[O:9])=[CH:6][CH2:5][O:4][CH2:3]1)(=[O:30])[CH3:28]. The yield is 0.620. (3) The reactants are [Cl:1][C:2]1[N:3]=[CH:4][C:5]2[C:9](Cl)([N:10]=1)[N:8]=[CH:7][N:6]=2.[CH3:12][C:13]1[NH:17][N:16]=[C:15]([NH2:18])[CH:14]=1. The catalyst is C(O)C. The product is [Cl:1][C:2]1[N:3]=[CH:4][C:5]2[C:9]([NH:18][C:15]3[CH:14]=[C:13]([CH3:12])[NH:17][N:16]=3)([N:10]=1)[N:8]=[CH:7][N:6]=2. The yield is 0.580. (4) The reactants are C(O[Na])(C)(C)C.Br[C:8]1[CH:9]=[N:10][CH:11]=[C:12]([O:14][CH2:15][C@@H:16]2[CH2:20][CH2:19][CH2:18][N:17]2[C:21]([O:23][C:24]([CH3:27])([CH3:26])[CH3:25])=[O:22])[CH:13]=1.Cl.[CH:29]12[CH2:36][CH:33]([CH2:34][CH2:35]1)[CH2:32][NH:31][CH2:30]2.O1CCOCC1. The catalyst is [Pd].C1(P(C2CCCCC2)C2C=CC=CC=2C2C(C(C)C)=CC(C(C)C)=CC=2C(C)C)CCCCC1.O. The product is [C:24]([O:23][C:21]([N:17]1[CH2:18][CH2:19][CH2:20][C@H:16]1[CH2:15][O:14][C:12]1[CH:13]=[C:8]([N:31]2[CH2:32][CH:33]3[CH2:36][CH:29]([CH2:35][CH2:34]3)[CH2:30]2)[CH:9]=[N:10][CH:11]=1)=[O:22])([CH3:27])([CH3:26])[CH3:25]. The yield is 0.650. (5) The reactants are CCN(C(C)C)C(C)C.[OH:10][C:11]1[CH:12]=[CH:13][CH:14]=[C:15]2[C:20]=1[O:19][C:18](=[O:21])[C:17]([C:22]([OH:24])=O)=[CH:16]2.CN(C(ON1N=NC2C=CC=NC1=2)=[N+](C)C)C.F[P-](F)(F)(F)(F)F.[N:49]1([S:55]([C:58]2[CH:63]=[CH:62][CH:61]=[CH:60][C:59]=2[C:64]2[CH:69]=[CH:68][CH:67]=[C:66]([NH2:70])[CH:65]=2)(=[O:57])=[O:56])[CH2:54][CH2:53][O:52][CH2:51][CH2:50]1. The catalyst is CN(C=O)C. The product is [N:49]1([S:55]([C:58]2[CH:63]=[CH:62][CH:61]=[CH:60][C:59]=2[C:64]2[CH:69]=[CH:68][CH:67]=[C:66]([NH:70][C:22]([C:17]3[C:18](=[O:21])[O:19][C:20]4[C:15]([CH:16]=3)=[CH:14][CH:13]=[CH:12][C:11]=4[OH:10])=[O:24])[CH:65]=2)(=[O:57])=[O:56])[CH2:50][CH2:51][O:52][CH2:53][CH2:54]1. The yield is 0.530. (6) The reactants are [OH:1][CH2:2][C:3]1[CH:4]=[C:5]([NH:10][C:11](=[O:30])[C:12]2[CH:17]=[CH:16][C:15]([CH2:18][N:19]3[CH2:24][CH2:23][N:22]([CH3:25])[CH2:21][CH2:20]3)=[C:14]([C:26]([F:29])([F:28])[F:27])[CH:13]=2)[CH:6]=[CH:7][C:8]=1[CH3:9].C[N+]1([O-])CCOCC1. The catalyst is C(Cl)Cl.CCC[N+](CCC)(CCC)CCC.[O-][Ru](=O)(=O)=O. The product is [CH:2]([C:3]1[CH:4]=[C:5]([NH:10][C:11](=[O:30])[C:12]2[CH:17]=[CH:16][C:15]([CH2:18][N:19]3[CH2:20][CH2:21][N:22]([CH3:25])[CH2:23][CH2:24]3)=[C:14]([C:26]([F:29])([F:28])[F:27])[CH:13]=2)[CH:6]=[CH:7][C:8]=1[CH3:9])=[O:1]. The yield is 0.880. (7) The reactants are Cl[CH2:2][CH2:3][N:4]1[CH2:9][CH2:8][CH:7]([C:10]([O:12][CH2:13][CH3:14])=[O:11])[CH2:6][CH2:5]1.[Li+].CC([N-]C(C)C)C. The catalyst is C1COCC1. The product is [N:4]12[CH2:9][CH2:8][C:7]([C:10]([O:12][CH2:13][CH3:14])=[O:11])([CH2:6][CH2:5]1)[CH2:2][CH2:3]2. The yield is 0.957.